This data is from Experimentally validated miRNA-target interactions with 360,000+ pairs, plus equal number of negative samples. The task is: Binary Classification. Given a miRNA mature sequence and a target amino acid sequence, predict their likelihood of interaction. (1) The miRNA is rno-miR-128-3p with sequence UCACAGUGAACCGGUCUCUUU. The protein sequence of the target gene is MGQGLWRVARNHHLQQEAYSETGYLSREQSRRVASSNISHTSHRKQAQGGIDIYHLLKARKSKEQEGFINLEMLPPELSFTILSYLNATDLCLASCVWQDLANDELLWQGLCKSTWGHCSIYNKNPPLGFSFRKLYMQLDEGSLTFNANPEEGVSYFMSKGILDDSPKEIAKFIFCTRTLNWKKLRIYLDERRDVLDDLVTLHNFRNQFLPNALREFFRHIHAPEERGEYLETLITKFSHRFCACNPDLMRELGLSPDAVYVLCYSLILLSIDLTSPHVKNKMSKREFIRNTRRAAQNIS.... Result: 0 (no interaction). (2) The miRNA is hsa-miR-4678 with sequence AAGGUAUUGUUCAGACUUAUGA. The protein sequence of the target gene is MMLSAVLRRTTPAPRLFLGLIKSPSLQSRGGAYGRGVVTGDRGEPQRLRAAAWVRPGASSTFVPGRGAATWGRRGERTEIPYLTAASSERGPSPEETLPGQDSWNGVPNKTGLGMWALAMALVVQCYSKNPSNKDAALMEAARANNVQEVRRLLSEGADVNARHKLGWTALMVASISHNESVVQVLLAAGADPNLGDEFSSVYKTANEQGVHSLEVLVTREDDFNNRLNHRASFKGCTALHYAVLADDYSIVKELLDRGANPLQRNEMGHTPLDYAREGEVMKLLKTSETKYMEKQRKRE.... Result: 0 (no interaction). (3) The miRNA is hsa-miR-6783-3p with sequence UUCCUGGGCUUCUCCUCUGUAG. The protein sequence of the target gene is MTLSTEMSDASGLAEETDIDVVGEGEDEEDEEEEDDDEGGGGGPRLAVPAQRRRRRRSYAGEDELEDLEEEEDDDDILLAPPAGGSPAPPGPAPAAGAGAGGGGGGGGAGGGGSAGSGAKNPLVKPPYSYIALITMAILQSPKKRLTLSEICEFISGRFPYYREKFPAWQNSIRHNLSLNDCFVKIPREPGNPGKGNYWTLDPESADMFDNGSFLRRRKRFKRQPLLPPNAAAAESLLLRGAGAAGGAGDPAAAAALFPPAPPPPPHAYGYGPYGCGYGLQLPPYAPPSALFAAAAAAAA.... Result: 0 (no interaction).